This data is from Catalyst prediction with 721,799 reactions and 888 catalyst types from USPTO. The task is: Predict which catalyst facilitates the given reaction. (1) Reactant: C(OC([N:8]1[C:16]2[CH:15]=[C:14]([O:17][C:18](=[O:20])[CH3:19])[C:13]3[CH:21]=[CH:22][CH:23]=[CH:24][C:12]=3[C:11]=2[C@H:10]([CH2:25][Cl:26])[CH2:9]1)=O)(C)(C)C.Cl. Product: [C:18]([O:17][C:14]1[C:13]2[CH:21]=[CH:22][CH:23]=[CH:24][C:12]=2[C:11]2[C@H:10]([CH2:25][Cl:26])[CH2:9][NH:8][C:16]=2[CH:15]=1)(=[O:20])[CH3:19]. The catalyst class is: 12. (2) Reactant: [CH3:1][C:2]1[S:3][CH:4]2[CH2:9][N:8]([S:10]([C:13]3[CH:19]=[CH:18][C:16]([CH3:17])=[CH:15][CH:14]=3)(=[O:12])=[O:11])[CH2:7][C:5]2(O)[N:6]=1.C(N(CC)CC)C.S(Cl)(C)(=O)=O. Product: [CH3:1][C:2]1[S:3][C:4]2[CH2:9][N:8]([S:10]([C:13]3[CH:19]=[CH:18][C:16]([CH3:17])=[CH:15][CH:14]=3)(=[O:11])=[O:12])[CH2:7][C:5]=2[N:6]=1. The catalyst class is: 34. (3) Reactant: [N+:1]([C:4]1[CH:5]=[C:6]([C:10]2[CH2:11][CH2:12][NH:13][CH2:14][CH:15]=2)[CH:7]=[CH:8][CH:9]=1)([O-:3])=[O:2].Br[CH2:17][CH2:18][CH2:19][NH:20][C:21](=[O:27])[O:22][C:23]([CH3:26])([CH3:25])[CH3:24].C([O-])([O-])=O.[K+].[K+].C(N(C(C)C)CC)(C)C. Product: [N+:1]([C:4]1[CH:5]=[C:6]([C:10]2[CH2:15][CH2:14][N:13]([CH2:17][CH2:18][CH2:19][NH:20][C:21](=[O:27])[O:22][C:23]([CH3:26])([CH3:25])[CH3:24])[CH2:12][CH:11]=2)[CH:7]=[CH:8][CH:9]=1)([O-:3])=[O:2]. The catalyst class is: 682. (4) Reactant: [F:1][CH:2]([F:30])[C:3]1[C:11]2[C:6](=[CH:7][CH:8]=[C:9]([F:12])[CH:10]=2)[N:5]([S:13]([C:16]2[CH:21]=[CH:20][C:19]([O:22][CH3:23])=[C:18]([N:24]3[CH2:29][CH2:28][NH:27][CH2:26][CH2:25]3)[CH:17]=2)(=[O:15])=[O:14])[CH:4]=1.[C:31]([BH3-])#N.[Na+].C=O. Product: [F:30][CH:2]([F:1])[C:3]1[C:11]2[C:6](=[CH:7][CH:8]=[C:9]([F:12])[CH:10]=2)[N:5]([S:13]([C:16]2[CH:21]=[CH:20][C:19]([O:22][CH3:23])=[C:18]([N:24]3[CH2:29][CH2:28][N:27]([CH3:31])[CH2:26][CH2:25]3)[CH:17]=2)(=[O:15])=[O:14])[CH:4]=1. The catalyst class is: 5. (5) Reactant: Cl.[N:2]1[C:11]2[C:6](=[CH:7][C:8]([C:12](Cl)=[O:13])=[CH:9][CH:10]=2)[CH:5]=[CH:4][CH:3]=1.[C:15]12([NH2:25])[CH2:24][CH:19]3[CH2:20][CH:21]([CH2:23][CH:17]([CH2:18]3)[CH2:16]1)[CH2:22]2.N1C=CC=CC=1. Product: [C:15]12([NH:25][C:12]([C:8]3[CH:7]=[C:6]4[C:11](=[CH:10][CH:9]=3)[N:2]=[CH:3][CH:4]=[CH:5]4)=[O:13])[CH2:22][CH:21]3[CH2:20][CH:19]([CH2:18][CH:17]([CH2:23]3)[CH2:16]1)[CH2:24]2. The catalyst class is: 6. (6) Reactant: [Br:1][C:2]1[C:3]([CH3:16])=[C:4]([C:8]([OH:15])=[C:9]([C:11]([CH3:14])([CH3:13])[CH3:12])[CH:10]=1)[C:5]([OH:7])=[O:6].[C:17]1(O)[CH:22]=[CH:21][CH:20]=[CH:19][CH:18]=1.P(Cl)(Cl)(Cl)=O. Product: [C:17]1([O:6][C:5](=[O:7])[C:4]2[C:8]([OH:15])=[C:9]([C:11]([CH3:12])([CH3:13])[CH3:14])[CH:10]=[C:2]([Br:1])[C:3]=2[CH3:16])[CH:22]=[CH:21][CH:20]=[CH:19][CH:18]=1. The catalyst class is: 11. (7) Reactant: [N:1]12[CH2:8][CH2:7][C:4]([C:9]([C:17]3[CH:22]=[CH:21][CH:20]=[CH:19][CH:18]=3)([C:11]3[CH:16]=[CH:15][CH:14]=[CH:13][CH:12]=3)[OH:10])([CH2:5][CH2:6]1)[CH2:3][CH2:2]2.[Br:23][CH2:24][CH:25]=[CH2:26]. Product: [Br-:23].[OH:10][C:9]([C:17]1[CH:22]=[CH:21][CH:20]=[CH:19][CH:18]=1)([C:11]1[CH:12]=[CH:13][CH:14]=[CH:15][CH:16]=1)[C:4]12[CH2:5][CH2:6][N+:1]([CH2:26][CH:25]=[CH2:24])([CH2:2][CH2:3]1)[CH2:8][CH2:7]2. The catalyst class is: 23. (8) Reactant: CC1(C)[O:6][CH:5]([CH2:7][NH:8][C:9]([O:11][CH:12]([O:14][C:15](=[O:55])[C:16]2[CH:21]=[CH:20][C:19]([NH:22][C:23]([C@H:25]3[C@H:29]([C:30]4[CH:35]=[CH:34][CH:33]=[C:32]([Cl:36])[C:31]=4[F:37])[C@:28]([C:40]4[CH:45]=[CH:44][C:43]([Cl:46])=[CH:42][C:41]=4[F:47])([C:38]#[N:39])[C@H:27]([CH2:48][C:49]([CH3:52])([CH3:51])[CH3:50])[NH:26]3)=[O:24])=[C:18]([O:53][CH3:54])[CH:17]=2)[CH3:13])=[O:10])[CH2:4][O:3]1.Cl.CCOCC. Product: [OH:6][CH:5]([CH2:4][OH:3])[CH2:7][NH:8][C:9]([O:11][CH:12]([O:14][C:15](=[O:55])[C:16]1[CH:21]=[CH:20][C:19]([NH:22][C:23]([C@H:25]2[C@H:29]([C:30]3[CH:35]=[CH:34][CH:33]=[C:32]([Cl:36])[C:31]=3[F:37])[C@:28]([C:40]3[CH:45]=[CH:44][C:43]([Cl:46])=[CH:42][C:41]=3[F:47])([C:38]#[N:39])[C@H:27]([CH2:48][C:49]([CH3:51])([CH3:50])[CH3:52])[NH:26]2)=[O:24])=[C:18]([O:53][CH3:54])[CH:17]=1)[CH3:13])=[O:10]. The catalyst class is: 10.